From a dataset of Catalyst prediction with 721,799 reactions and 888 catalyst types from USPTO. Predict which catalyst facilitates the given reaction. Reactant: [CH3:1][C:2]([C:4]1[CH:12]=[CH:11][C:9]([OH:10])=[C:6]([O:7][CH3:8])[CH:5]=1)=[O:3].C(=O)([O-])[O-].[K+].[K+].[CH2:19]([O:21][C:22](=[O:27])[CH2:23][CH2:24][CH2:25]Br)[CH3:20].O. Product: [C:2]([C:4]1[CH:12]=[CH:11][C:9]([O:10][CH2:25][CH2:24][CH2:23][C:22]([O:21][CH2:19][CH3:20])=[O:27])=[C:6]([O:7][CH3:8])[CH:5]=1)(=[O:3])[CH3:1]. The catalyst class is: 9.